This data is from Reaction yield outcomes from USPTO patents with 853,638 reactions. The task is: Predict the reaction yield, written as a fraction of the theoretical maximum amount of product (1.0 means a 100% yield; for example, 0.34 means a 34% yield). (1) The reactants are [F:1][C:2]1[C:11](/[CH:12]=[CH:13]/[C:14]2[CH:15]=[N:16][C:17]([NH:20][C:21]3[CH:26]=[CH:25][N:24]=[C:23]([CH3:27])[CH:22]=3)=[N:18][CH:19]=2)=[CH:10][C:5]([C:6]([O:8][CH3:9])=[O:7])=[CH:4][C:3]=1[O:28][CH3:29]. The catalyst is [Pd].CO.C1COCC1. The product is [F:1][C:2]1[C:11]([CH2:12][CH2:13][C:14]2[CH:19]=[N:18][C:17]([NH:20][C:21]3[CH:26]=[CH:25][N:24]=[C:23]([CH3:27])[CH:22]=3)=[N:16][CH:15]=2)=[CH:10][C:5]([C:6]([O:8][CH3:9])=[O:7])=[CH:4][C:3]=1[O:28][CH3:29]. The yield is 0.828. (2) The reactants are [CH:1]1([C:4]2[NH:25][C:7]3=[N:8][CH:9]=[CH:10][C:11]([C:12]4[CH:17]=[CH:16][C:15]([S:18]([NH:21][CH2:22][CH2:23][OH:24])(=[O:20])=[O:19])=[CH:14][CH:13]=4)=[C:6]3[CH:5]=2)[CH2:3][CH2:2]1.[ClH:26]. The catalyst is CO.O1CCOCC1. The product is [ClH:26].[CH:1]1([C:4]2[NH:25][C:7]3=[N:8][CH:9]=[CH:10][C:11]([C:12]4[CH:13]=[CH:14][C:15]([S:18]([NH:21][CH2:22][CH2:23][OH:24])(=[O:20])=[O:19])=[CH:16][CH:17]=4)=[C:6]3[CH:5]=2)[CH2:2][CH2:3]1. The yield is 1.00. (3) The reactants are F.F.F.C(N(CC)CC)C.C(N(CC)CC)C.[Si]([O:35][CH2:36][C@H:37]1[O:41][C@@H:40]([N:42]2[CH:49]=[C:48]([CH3:50])[C:46](=[O:47])[NH:45][C:43]2=[O:44])[C@H:39]([O:51][CH2:52][CH2:53][O:54][N:55]([CH3:57])[CH3:56])[C@@H:38]1[OH:58])(C(C)(C)C)(C1C=CC=CC=1)C1C=CC=CC=1.CO. The catalyst is C1COCC1.C(Cl)Cl. The product is [CH3:56][N:55]([CH3:57])[O:54][CH2:53][CH2:52][O:51][C@@H:39]1[C@H:38]([OH:58])[C@@H:37]([CH2:36][OH:35])[O:41][C@H:40]1[N:42]1[CH:49]=[C:48]([CH3:50])[C:46](=[O:47])[NH:45][C:43]1=[O:44]. The yield is 0.925. (4) The reactants are [SH:1][C:2]1[CH:11]=[CH:10][CH:9]=[CH:8][C:3]=1[C:4]([O:6][CH3:7])=[O:5].I[C:13]1[CH:14]=[CH:15][C:16]2[N:17]([CH:19]=[C:20]([NH:22][C:23]([CH:25]3[CH2:27][CH2:26]3)=[O:24])[N:21]=2)[N:18]=1.C(=O)([O-])[O-].[K+].[K+]. The catalyst is CN(C)C=O. The product is [CH:25]1([C:23]([NH:22][C:20]2[N:21]=[C:16]3[CH:15]=[CH:14][C:13]([S:1][C:2]4[CH:11]=[CH:10][CH:9]=[CH:8][C:3]=4[C:4]([O:6][CH3:7])=[O:5])=[N:18][N:17]3[CH:19]=2)=[O:24])[CH2:26][CH2:27]1. The yield is 0.180. (5) The reactants are [I-].[CH2:2]([Li])[CH2:3][CH2:4][CH3:5].C([O:10][B:11]([O:16]C(C)C)OC(C)C)(C)C.[ClH:20].[O:21]1[CH2:25]C[CH2:23][CH2:22]1. The catalyst is O.CCCCCC. The product is [Cl:20][C:5]1[CH:23]=[C:22]([O:21][CH3:25])[CH:2]=[CH:3][C:4]=1[B:11]([OH:16])[OH:10]. The yield is 0.630. (6) The reactants are [CH3:1][N:2]([CH3:34])[CH:3]1[CH2:6][N:5]([C:7]2[C:12]([N+:13]([O-])=O)=[CH:11][C:10]([NH:16][C:17]3[N:22]=[C:21]([C:23]4[CH:24]=[N:25][N:26]5[CH2:31][CH2:30][CH2:29][CH2:28][C:27]=45)[CH:20]=[CH:19][N:18]=3)=[C:9]([O:32][CH3:33])[CH:8]=2)[CH2:4]1.[NH4+].[Cl-]. The catalyst is C(O)C.O.[Fe]. The product is [CH3:34][N:2]([CH3:1])[CH:3]1[CH2:4][N:5]([C:7]2[CH:8]=[C:9]([O:32][CH3:33])[C:10]([NH:16][C:17]3[N:22]=[C:21]([C:23]4[CH:24]=[N:25][N:26]5[CH2:31][CH2:30][CH2:29][CH2:28][C:27]=45)[CH:20]=[CH:19][N:18]=3)=[CH:11][C:12]=2[NH2:13])[CH2:6]1. The yield is 0.910.